From a dataset of Catalyst prediction with 721,799 reactions and 888 catalyst types from USPTO. Predict which catalyst facilitates the given reaction. (1) Reactant: [CH3:1][CH:2]1[C:11]2[C:6](=[C:7]([CH3:23])[CH:8]=[C:9]([C:13]([C:15]3[CH:16]=[N:17][N:18]([CH2:21][CH3:22])[C:19]=3[OH:20])=[O:14])[C:10]=2[CH3:12])[S:5](=[O:25])(=[O:24])[CH2:4][CH2:3]1.ClCCl.C(=O)([O-])[O-].[K+].[K+].[CH2:35]([S:38](Cl)(=[O:40])=[O:39])[CH2:36][CH3:37]. Product: [CH3:1][CH:2]1[C:11]2[C:6](=[C:7]([CH3:23])[CH:8]=[C:9]([C:13]([C:15]3[CH:16]=[N:17][N:18]([CH2:21][CH3:22])[C:19]=3[O:20][S:38]([CH2:35][CH2:36][CH3:37])(=[O:40])=[O:39])=[O:14])[C:10]=2[CH3:12])[S:5](=[O:25])(=[O:24])[CH2:4][CH2:3]1. The catalyst class is: 786. (2) Reactant: [CH2:1]([O:3][C:4]([NH:6][CH2:7][CH2:8][C:9]([O:11][CH2:12][CH3:13])=[O:10])=[O:5])[CH3:2].[CH2:14](N(CC)CC)C.Cl[C:22]([O:24][CH2:25][CH3:26])=[O:23]. Product: [CH2:1]([O:3][C:4]([N:6]([CH2:14][C:22]([O:24][CH2:25][CH3:26])=[O:23])[CH2:7][CH2:8][C:9]([O:11][CH2:12][CH3:13])=[O:10])=[O:5])[CH3:2]. The catalyst class is: 2. (3) Reactant: Br[C:2]1[CH:3]=[CH:4][C:5]2[S:9](=[O:11])(=[O:10])[N:8]([CH2:12][CH:13]([O:18][CH3:19])[C:14]([NH:16][CH3:17])=[O:15])[CH:7]([CH3:20])[C:6]=2[CH:21]=1.[F:22][C:23]1[CH:31]=[C:30]2[C:26]([C:27](B3OC(C)(C)C(C)(C)O3)=[CH:28][N:29]2[C:32]([O:34][C:35]([CH3:38])([CH3:37])[CH3:36])=[O:33])=[CH:25][CH:24]=1.[O-]P([O-])([O-])=O.[K+].[K+].[K+]. Product: [F:22][C:23]1[CH:31]=[C:30]2[C:26]([C:27]([C:2]3[CH:3]=[CH:4][C:5]4[S:9](=[O:11])(=[O:10])[N:8]([CH2:12][CH:13]([O:18][CH3:19])[C:14]([NH:16][CH3:17])=[O:15])[CH:7]([CH3:20])[C:6]=4[CH:21]=3)=[CH:28][N:29]2[C:32]([O:34][C:35]([CH3:38])([CH3:37])[CH3:36])=[O:33])=[CH:25][CH:24]=1. The catalyst class is: 117. (4) Reactant: NC1C=CC([N:8]2[CH2:13][CH2:12][CH:11]([CH:14](C3C=CC=CC=3)[C:15]([O:17]C)=[O:16])[CH2:10][CH2:9]2)=CC=1.CCN(C(C)C)C(C)C. Product: [NH:8]1[CH2:13][CH2:12][CH:11]([CH2:14][C:15]([OH:17])=[O:16])[CH2:10][CH2:9]1. The catalyst class is: 2. (5) Reactant: Cl[C:2]1[S:3][C:4]2[CH:10]=[C:9]([O:11][CH3:12])[CH:8]=[CH:7][C:5]=2[N:6]=1.[NH2:13][C:14]1[CH:19]=[C:18]([Cl:20])[C:17]([OH:21])=[C:16]([Cl:22])[CH:15]=1.C([O-])([O-])=O.[K+].[K+]. Product: [Cl:20][C:18]1[CH:19]=[C:14]([NH2:13])[CH:15]=[C:16]([Cl:22])[C:17]=1[O:21][C:2]1[S:3][C:4]2[CH:10]=[C:9]([O:11][CH3:12])[CH:8]=[CH:7][C:5]=2[N:6]=1. The catalyst class is: 16. (6) Reactant: [OH:1][C:2]1[C:11]2[C:6](=[CH:7][CH:8]=[CH:9][CH:10]=2)[NH:5][C:4](=[O:12])[C:3]=1[C:13]([O:15]CC)=O.[CH3:18][O:19][C:20]1[CH:36]=[CH:35][C:23]([CH2:24][NH:25][CH2:26][C:27]2[CH:32]=[CH:31][C:30]([O:33][CH3:34])=[CH:29][CH:28]=2)=[CH:22][CH:21]=1.C(OCC)C. Product: [OH:1][C:2]1[C:11]2[C:6](=[CH:7][CH:8]=[CH:9][CH:10]=2)[NH:5][C:4](=[O:12])[C:3]=1[C:13]([N:25]([CH2:24][C:23]1[CH:22]=[CH:21][C:20]([O:19][CH3:18])=[CH:36][CH:35]=1)[CH2:26][C:27]1[CH:28]=[CH:29][C:30]([O:33][CH3:34])=[CH:31][CH:32]=1)=[O:15]. The catalyst class is: 11. (7) Reactant: [Cl:1][C:2]1[C:7]([C:8]2[C:17]3[CH2:16][CH2:15][CH2:14][CH2:13][C:12]=3[N:11]=[C:10]([O:18][CH2:19][C:20]3[CH:25]=[CH:24][CH:23]=[CH:22][N:21]=3)[CH:9]=2)=[CH:6][N:5]=[CH:4][N:3]=1.Cl.CCOCC. Product: [ClH:1].[Cl:1][C:2]1[C:7]([C:8]2[C:17]3[CH2:16][CH2:15][CH2:14][CH2:13][C:12]=3[N:11]=[C:10]([O:18][CH2:19][C:20]3[CH:25]=[CH:24][CH:23]=[CH:22][N:21]=3)[CH:9]=2)=[CH:6][N:5]=[CH:4][N:3]=1. The catalyst class is: 28. (8) Reactant: Cl.[O:2]([NH2:4])[CH3:3].[OH-].[Na+].[CH2:7]([C:10]1[N:11]([CH2:23][CH2:24][CH2:25][CH:26]=O)[C:12]2[C:21]3[N:20]=[CH:19][CH:18]=[CH:17][C:16]=3[N:15]=[CH:14][C:13]=2[N:22]=1)[CH2:8][CH3:9]. Product: [CH3:3][O:2][N:4]=[CH:26][CH2:25][CH2:24][CH2:23][N:11]1[C:12]2[C:21]3[N:20]=[CH:19][CH:18]=[CH:17][C:16]=3[N:15]=[CH:14][C:13]=2[N:22]=[C:10]1[CH2:7][CH2:8][CH3:9]. The catalyst class is: 5. (9) Reactant: CS(Cl)(=O)=O.[CH:6]1([CH2:9]O)[CH2:8][CH2:7]1.[Br-].[Li+].[O:13]1[C@@H:25]2[C@@:26]34[CH2:28][CH2:29][NH:30][C@@H:20]([C@:21]3([OH:32])[CH2:22][CH2:23][C:24]2=[O:31])[CH2:19][C:18]2=[C:27]4[C:14]1=[C:15]([OH:33])[CH:16]=[CH:17]2. Product: [CH2:7]1[CH:6]([CH2:9][N:30]2[C@@H:20]3[CH2:19][C:18]4[CH:17]=[CH:16][C:15]([OH:33])=[C:14]5[O:13][CH:25]6[C:24]([CH2:23][CH2:22][C@:21]3([OH:32])[C@:26]6([C:27]=45)[CH2:28][CH2:29]2)=[O:31])[CH2:8]1. The catalyst class is: 338.